Dataset: Full USPTO retrosynthesis dataset with 1.9M reactions from patents (1976-2016). Task: Predict the reactants needed to synthesize the given product. (1) The reactants are: [Br:1][C:2]1[CH:7]=[CH:6][C:5]([NH:8][C:9]2[C:10]([C:19]([OH:21])=O)=[CH:11][C:12]3[O:16][CH:15]=[N:14][C:13]=3[C:17]=2[F:18])=[C:4]([Cl:22])[CH:3]=1.C1C=CC2N(O)N=NC=2C=1.CCN=C=NCCCN(C)C.[CH3:44][C:45]1([CH3:53])[O:49][CH:48]([CH2:50][O:51][NH2:52])[CH2:47][O:46]1.[NH4+].[Cl-]. Given the product [Br:1][C:2]1[CH:7]=[CH:6][C:5]([NH:8][C:9]2[C:10]([C:19]([NH:52][O:51][CH2:50][CH:48]3[CH2:47][O:46][C:45]([CH3:53])([CH3:44])[O:49]3)=[O:21])=[CH:11][C:12]3[O:16][CH:15]=[N:14][C:13]=3[C:17]=2[F:18])=[C:4]([Cl:22])[CH:3]=1, predict the reactants needed to synthesize it. (2) The reactants are: [NH2:1][C:2]1[CH:3]=[CH:4][CH:5]=[C:6]2[C:11]=1[C:10](=[O:12])[N:9]([C:13]1[CH:18]=[CH:17][C:16]([C:19]([CH3:22])([CH3:21])[CH3:20])=[CH:15][CH:14]=1)[N:8]=[CH:7]2.[NH:23]1[C:27]2=[N:28][CH:29]=[CH:30][CH:31]=[C:26]2[C:25]([CH:32]=O)=[CH:24]1.[BH-](OC(C)=O)(OC(C)=O)OC(C)=O.[Na+]. Given the product [CH3:20][C:19]([C:16]1[CH:15]=[CH:14][C:13]([N:9]2[N:8]=[CH:7][C:6]3[C:11](=[C:2]([NH:1][CH2:32][C:25]4[C:26]5[C:27](=[N:28][CH:29]=[CH:30][CH:31]=5)[NH:23][CH:24]=4)[CH:3]=[CH:4][CH:5]=3)[C:10]2=[O:12])=[CH:18][CH:17]=1)([CH3:22])[CH3:21], predict the reactants needed to synthesize it.